This data is from Full USPTO retrosynthesis dataset with 1.9M reactions from patents (1976-2016). The task is: Predict the reactants needed to synthesize the given product. (1) Given the product [C:2]([C:6]1[N:7]=[C:8]([C:16]2[CH:17]=[CH:18][C:19]([F:22])=[CH:20][CH:21]=2)[C:9]2[CH2:15][NH:14][CH2:13][CH2:12][C:10]=2[N:11]=1)([CH3:5])([CH3:3])[CH3:4], predict the reactants needed to synthesize it. The reactants are: Cl.[C:2]([C:6]1[N:7]=[C:8]([C:16]2[CH:21]=[CH:20][C:19]([F:22])=[CH:18][CH:17]=2)[C:9]2[CH2:15][NH:14][CH2:13][CH2:12][C:10]=2[N:11]=1)([CH3:5])([CH3:4])[CH3:3].C(OC(C1C(=O)CCN(C(OC(C)(C)C)=O)C1)=O)C.Cl.CC(C)(C)C(N)=N.CCN(CC)CC. (2) The reactants are: Br[C:2]1[CH:9]=[CH:8][C:5]([C:6]#[N:7])=[C:4]([CH3:10])[CH:3]=1.[CH3:11][S-:12].[Na+]. Given the product [CH3:10][C:4]1[CH:3]=[C:2]([S:12][CH3:11])[CH:9]=[CH:8][C:5]=1[C:6]#[N:7], predict the reactants needed to synthesize it. (3) Given the product [C:10]12([CH2:17][CH2:16][CH2:15][N:14]3[CH:18]=[N:19][CH:20]=[C:13]13)[C:11]1[C:6](=[CH:5][CH:4]=[C:3]([OH:2])[CH:12]=1)[CH2:7][CH2:8][CH2:9]2, predict the reactants needed to synthesize it. The reactants are: C[O:2][C:3]1[CH:12]=[C:11]2[C:6]([CH2:7][CH2:8][CH2:9][C:10]32[CH2:17][CH2:16][CH2:15][N:14]2[CH:18]=[N:19][CH:20]=[C:13]32)=[CH:5][CH:4]=1.B(Br)(Br)Br.C(=O)(O)[O-].[Na+]. (4) Given the product [N:14]1([C:2]2[N:11]=[CH:10][C:9]3[C:4](=[C:5]([OH:12])[CH:6]=[CH:7][CH:8]=3)[N:3]=2)[CH:18]=[CH:17][CH:16]=[N:15]1, predict the reactants needed to synthesize it. The reactants are: Cl[C:2]1[N:11]=[CH:10][C:9]2[C:4](=[C:5]([O:12]C)[CH:6]=[CH:7][CH:8]=2)[N:3]=1.[NH:14]1[CH:18]=[CH:17][CH:16]=[N:15]1.B(Br)(Br)Br.